Dataset: CYP1A2 inhibition data for predicting drug metabolism from PubChem BioAssay. Task: Regression/Classification. Given a drug SMILES string, predict its absorption, distribution, metabolism, or excretion properties. Task type varies by dataset: regression for continuous measurements (e.g., permeability, clearance, half-life) or binary classification for categorical outcomes (e.g., BBB penetration, CYP inhibition). Dataset: cyp1a2_veith. The drug is Cc1cccc(CNc2nc(-c3ccccc3CN(C)C)nc3ccccc23)c1. The result is 1 (inhibitor).